The task is: Predict the product of the given reaction.. This data is from Forward reaction prediction with 1.9M reactions from USPTO patents (1976-2016). (1) Given the reactants [CH3:1][C:2]1([CH3:8])[NH:6][NH:5][C:4](=[O:7])[CH2:3]1.C([O-])([O-])=O.[K+].[K+].[Li+].[I-].[CH2:17](Br)[C:18]#[CH:19], predict the reaction product. The product is: [CH3:1][C:2]1([CH3:8])[N:6]([CH2:19][C:18]#[CH:17])[NH:5][C:4](=[O:7])[CH2:3]1. (2) Given the reactants Cl[C:2]1[C:11]2[C:6](=[CH:7][CH:8]=[CH:9][CH:10]=2)[N:5]=[C:4]2[N:12]([C:16]3[CH:21]=[CH:20][CH:19]=[CH:18][N:17]=3)[N:13]=[C:14]([CH3:15])[C:3]=12.[C-:22]#[N:23].[K+].C1OCCOCCOCCOCCOCCOC1.[OH-].[Na+], predict the reaction product. The product is: [CH3:15][C:14]1[C:3]2[C:4](=[N:5][C:6]3[C:11]([C:2]=2[C:22]#[N:23])=[CH:10][CH:9]=[CH:8][CH:7]=3)[N:12]([C:16]2[CH:21]=[CH:20][CH:19]=[CH:18][N:17]=2)[N:13]=1. (3) Given the reactants Br[C:2]1[N:7]([CH2:8][C:9]2[CH:14]=[CH:13][C:12]([CH3:15])=[CH:11][C:10]=2[CH3:16])[C:6](=[O:17])[CH:5]=[CH:4][CH:3]=1.[N+:18]([C:21]1[CH:36]=[CH:35][C:24]([O:25][C:26]2[CH:31]=[CH:30][C:29](B(O)O)=[CH:28][CH:27]=2)=[CH:23][CH:22]=1)([O-:20])=[O:19].C1(C)C=CC=CC=1.C(=O)([O-])[O-].[K+].[K+], predict the reaction product. The product is: [CH3:16][C:10]1[CH:11]=[C:12]([CH3:15])[CH:13]=[CH:14][C:9]=1[CH2:8][N:7]1[C:2]([C:29]2[CH:28]=[CH:27][C:26]([O:25][C:24]3[CH:35]=[CH:36][C:21]([N+:18]([O-:20])=[O:19])=[CH:22][CH:23]=3)=[CH:31][CH:30]=2)=[CH:3][CH:4]=[CH:5][C:6]1=[O:17]. (4) Given the reactants [I:1][C:2]1[CH:14]=[CH:13][CH:12]=[CH:11][C:3]=1[O:4][CH2:5][C:6]([O:8]CC)=O.[NH2:15][CH2:16][CH:17]([OH:29])[CH2:18][N:19]1[CH2:28][CH2:27][C:26]2[C:21](=[CH:22][CH:23]=[CH:24][CH:25]=2)[CH2:20]1, predict the reaction product. The product is: [CH2:20]1[C:21]2[C:26](=[CH:25][CH:24]=[CH:23][CH:22]=2)[CH2:27][CH2:28][N:19]1[CH2:18][CH:17]([OH:29])[CH2:16][NH:15][C:6](=[O:8])[CH2:5][O:4][C:3]1[CH:11]=[CH:12][CH:13]=[CH:14][C:2]=1[I:1]. (5) Given the reactants [NH:1]1[C:5]([CH:6]=[O:7])=[CH:4][CH:3]=[N:2]1.[CH2:8](I)[CH3:9].C([O-])([O-])=O.[K+].[K+].O, predict the reaction product. The product is: [CH2:8]([N:1]1[C:5]([CH:6]=[O:7])=[CH:4][CH:3]=[N:2]1)[CH3:9]. (6) The product is: [CH3:31][N:3]1[C:11]2[C:6](=[CH:7][C:8]([C@@H:12]([C:14]3[N:18]4[N:19]=[C:20]([C:23]5[CH:24]=[N:25][N:26]([CH3:28])[CH:27]=5)[CH:21]=[CH:22][C:17]4=[N:16][CH:15]=3)[CH3:13])=[CH:9][CH:10]=2)[CH:5]=[N:4]1. Given the reactants [H-].[Na+].[N:3]1[NH:4][CH:5]=[C:6]2[C:11]=1[CH:10]=[CH:9][C:8]([C@@H:12]([C:14]1[N:18]3[N:19]=[C:20]([C:23]4[CH:24]=[N:25][N:26]([CH3:28])[CH:27]=4)[CH:21]=[CH:22][C:17]3=[N:16][CH:15]=1)[CH3:13])=[CH:7]2.CI.[CH2:31](Cl)Cl, predict the reaction product. (7) Given the reactants Cl[C:2]1[CH:7]=[CH:6][N:5]=[C:4]2[NH:8][CH:9]=[CH:10][C:3]=12.C(OC([N:18]1[CH2:25][CH2:24][NH:23][CH2:22][C:19]21[CH2:21][CH2:20]2)=O)(C)(C)C, predict the reaction product. The product is: [CH2:20]1[C:19]2([CH2:22][N:23]([C:2]3[CH:7]=[CH:6][N:5]=[C:4]4[NH:8][CH:9]=[CH:10][C:3]=34)[CH2:24][CH2:25][NH:18]2)[CH2:21]1.